This data is from Forward reaction prediction with 1.9M reactions from USPTO patents (1976-2016). The task is: Predict the product of the given reaction. (1) Given the reactants [CH2:1]([C@@H:8]1[CH2:12][O:11][C:10](=[O:13])[N:9]1[C:14](=[O:36])[C@H:15]([CH2:19][C:20]1[C:25]([Cl:26])=[CH:24][C:23]([O:27][CH2:28][C:29]2[CH:34]=[CH:33][CH:32]=[CH:31][CH:30]=2)=[CH:22][C:21]=1[Cl:35])[CH2:16][CH:17]=C)[C:2]1[CH:7]=[CH:6][CH:5]=[CH:4][CH:3]=1.C1C[O:40]CC1.C(O)(C)(C)C.I([O-])(=O)(=O)=O.[Na+], predict the reaction product. The product is: [CH2:1]([C@@H:8]1[CH2:12][O:11][C:10](=[O:13])[N:9]1[C:14](=[O:36])[C@H:15]([CH2:19][C:20]1[C:25]([Cl:26])=[CH:24][C:23]([O:27][CH2:28][C:29]2[CH:34]=[CH:33][CH:32]=[CH:31][CH:30]=2)=[CH:22][C:21]=1[Cl:35])[CH2:16][CH:17]=[O:40])[C:2]1[CH:3]=[CH:4][CH:5]=[CH:6][CH:7]=1. (2) Given the reactants [CH3:1][N:2]([CH3:40])[CH2:3][CH2:4][CH2:5][NH:6][C:7]1[N:39]=[C:10]2[C:11]([C:29]3[CH:34]=[CH:33][CH:32]=[C:31]([C:35]([F:38])([F:37])[F:36])[CH:30]=3)=[C:12]([CH3:28])[C:13]([C:15]3[N:19]([C:20]4[CH:27]=[CH:26][C:23]([C:24]#[N:25])=[CH:22][CH:21]=4)[N:18]=[CH:17][CH:16]=3)=[CH:14][N:9]2[N:8]=1.[CH3:41][O:42][S:43]([C:46]1[CH:51]=[CH:50][CH:49]=[CH:48][CH:47]=1)(=[O:45])=[O:44], predict the reaction product. The product is: [C:46]1([S:43]([O-:45])(=[O:44])=[O:42])[CH:51]=[CH:50][CH:49]=[CH:48][CH:47]=1.[C:24]([C:23]1[CH:22]=[CH:21][C:20]([N:19]2[C:15]([C:13]3[C:12]([CH3:28])=[C:11]([C:29]4[CH:34]=[CH:33][CH:32]=[C:31]([C:35]([F:38])([F:36])[F:37])[CH:30]=4)[C:10]4[N:9]([N:8]=[C:7]([NH:6][CH2:5][CH2:4][CH2:3][N+:2]([CH3:41])([CH3:1])[CH3:40])[N:39]=4)[CH:14]=3)=[CH:16][CH:17]=[N:18]2)=[CH:27][CH:26]=1)#[N:25]. (3) Given the reactants [CH3:1][O:2][C:3](=[O:14])[CH2:4][O:5][C:6]1[CH:11]=[CH:10][C:9]([NH2:12])=[CH:8][C:7]=1[CH3:13].[C:15](O[C:15]([O:17][C:18]([CH3:21])([CH3:20])[CH3:19])=[O:16])([O:17][C:18]([CH3:21])([CH3:20])[CH3:19])=[O:16], predict the reaction product. The product is: [CH3:1][O:2][C:3](=[O:14])[CH2:4][O:5][C:6]1[CH:11]=[CH:10][C:9]([NH:12][C:15]([O:17][C:18]([CH3:21])([CH3:20])[CH3:19])=[O:16])=[CH:8][C:7]=1[CH3:13]. (4) The product is: [C:14]1([CH3:17])[CH:13]=[CH:12][C:11]([C:9]2[N:10]=[C:5]3[CH2:4][CH2:3][CH2:2][N:25]([CH2:26][CH2:27][CH2:28][CH2:29][OH:30])[C:6]3=[N:7][C:8]=2[C:18]2[CH:23]=[CH:22][C:21]([CH3:24])=[CH:20][CH:19]=2)=[CH:16][CH:15]=1. Given the reactants O=[C:2]1[N:25]([CH2:26][CH2:27][CH2:28][C:29](OCC)=[O:30])[C:6]2=[N:7][C:8]([C:18]3[CH:23]=[CH:22][C:21]([CH3:24])=[CH:20][CH:19]=3)=[C:9]([C:11]3[CH:16]=[CH:15][C:14]([CH3:17])=[CH:13][CH:12]=3)[N:10]=[C:5]2[CH2:4][CH2:3]1.B.C1COCC1.O, predict the reaction product. (5) The product is: [CH3:17][C:12]1([CH3:18])[C:13]([CH3:16])([CH3:15])[O:14][B:10]([C:2]2[CH:3]=[CH:4][C:5]([C:8]#[N:9])=[N:6][CH:7]=2)[O:11]1. Given the reactants Br[C:2]1[CH:3]=[CH:4][C:5]([C:8]#[N:9])=[N:6][CH:7]=1.[B:10]1([B:10]2[O:14][C:13]([CH3:16])([CH3:15])[C:12]([CH3:18])([CH3:17])[O:11]2)[O:14][C:13]([CH3:16])([CH3:15])[C:12]([CH3:18])([CH3:17])[O:11]1.CC([O-])=O.[K+].CS(C)=O, predict the reaction product. (6) The product is: [CH3:1][C:2]1[C:10]2[CH2:9][O:8][C:7](=[O:11])[C:6]=2[CH:5]=[CH:4][C:3]=1[O:12][CH2:13][CH:14]1[CH2:19][CH2:18][NH:17][CH2:16][CH2:15]1. Given the reactants [CH3:1][C:2]1[C:10]2[CH2:9][O:8][C:7](=[O:11])[C:6]=2[CH:5]=[CH:4][C:3]=1[O:12][CH2:13][CH:14]1[CH2:19][CH2:18][N:17](C(OC(C)(C)C)=O)[CH2:16][CH2:15]1.FC(F)(F)C(O)=O, predict the reaction product. (7) Given the reactants CCN(CC)CC.[CH2:8]([OH:12])[CH2:9][C:10]#[CH:11].[Cl:13][C:14]1[N:22]=[C:21](I)[N:20]=[C:19]2[C:15]=1[N:16]=[CH:17][N:18]2[CH3:24], predict the reaction product. The product is: [Cl:13][C:14]1[N:22]=[C:21]([C:11]#[C:10][CH2:9][CH2:8][OH:12])[N:20]=[C:19]2[C:15]=1[N:16]=[CH:17][N:18]2[CH3:24]. (8) Given the reactants [CH2:1]([O:8][C:9]1[CH:10]=[C:11]2[C:15](=[CH:16][CH:17]=1)[NH:14][CH:13]=[CH:12]2)[C:2]1[CH:7]=[CH:6][CH:5]=[CH:4][CH:3]=1.[H-].[Na+].[CH3:20]I, predict the reaction product. The product is: [CH2:1]([O:8][C:9]1[CH:10]=[C:11]2[C:15](=[CH:16][CH:17]=1)[N:14]([CH3:20])[CH:13]=[CH:12]2)[C:2]1[CH:3]=[CH:4][CH:5]=[CH:6][CH:7]=1. (9) Given the reactants C([O:3][C:4](=[O:40])[C:5]([O:8][C:9]1[CH:14]=[CH:13][C:12]([O:15][CH2:16][C:17]2[C:18]([CH:36]3[CH2:38][CH2:37]3)=[N:19][C:20]([C:26]3[CH:31]=[CH:30][C:29]([C:32]([F:35])([F:34])[F:33])=[CH:28][CH:27]=3)=[N:21][C:22]=2[CH2:23][O:24][CH3:25])=[CH:11][C:10]=1[CH3:39])([CH3:7])[CH3:6])C.[Li+].[OH-], predict the reaction product. The product is: [CH:36]1([C:18]2[C:17]([CH2:16][O:15][C:12]3[CH:13]=[CH:14][C:9]([O:8][C:5]([CH3:6])([CH3:7])[C:4]([OH:40])=[O:3])=[C:10]([CH3:39])[CH:11]=3)=[C:22]([CH2:23][O:24][CH3:25])[N:21]=[C:20]([C:26]3[CH:31]=[CH:30][C:29]([C:32]([F:34])([F:35])[F:33])=[CH:28][CH:27]=3)[N:19]=2)[CH2:38][CH2:37]1. (10) Given the reactants [F:1][C:2]([F:13])([F:12])[O:3][C:4]1[CH:11]=[CH:10][C:7]([CH:8]=O)=[CH:6][CH:5]=1.[NH2:14][C:15]1[N:16]=[N:17][C:18]([CH3:21])=[CH:19][CH:20]=1.C([O:24][C:25](=O)[C:26]([OH:40])=[CH:27][C:28]([C:30]1[CH:35]=[CH:34][C:33]([C:36]([CH3:39])([CH3:38])[CH3:37])=[CH:32][CH:31]=1)=[O:29])C, predict the reaction product. The product is: [C:36]([C:33]1[CH:34]=[CH:35][C:30]([C:28]([C:27]2[CH:8]([C:7]3[CH:10]=[CH:11][C:4]([O:3][C:2]([F:13])([F:12])[F:1])=[CH:5][CH:6]=3)[N:14]([C:15]3[N:16]=[N:17][C:18]([CH3:21])=[CH:19][CH:20]=3)[C:25](=[O:24])[C:26]=2[OH:40])=[O:29])=[CH:31][CH:32]=1)([CH3:39])([CH3:37])[CH3:38].